From a dataset of Forward reaction prediction with 1.9M reactions from USPTO patents (1976-2016). Predict the product of the given reaction. (1) Given the reactants [OH-].[Na+].C[O:4][C:5](=[O:40])[CH2:6][C:7]1[CH:8]=[N:9][CH:10]=[C:11]([C:13]2[CH:18]=[CH:17][C:16]([C:19]([CH2:37][CH3:38])([C:22]3[CH:27]=[CH:26][C:25]([C:28]#[C:29][C:30]([CH2:34][CH3:35])([OH:33])[CH2:31][CH3:32])=[C:24]([CH3:36])[CH:23]=3)[CH2:20][CH3:21])=[CH:15][C:14]=2[CH3:39])[CH:12]=1.[Cl-].[NH4+], predict the reaction product. The product is: [CH2:20]([C:19]([C:16]1[CH:17]=[CH:18][C:13]([C:11]2[CH:12]=[C:7]([CH2:6][C:5]([OH:40])=[O:4])[CH:8]=[N:9][CH:10]=2)=[C:14]([CH3:39])[CH:15]=1)([C:22]1[CH:27]=[CH:26][C:25]([C:28]#[C:29][C:30]([CH2:31][CH3:32])([OH:33])[CH2:34][CH3:35])=[C:24]([CH3:36])[CH:23]=1)[CH2:37][CH3:38])[CH3:21]. (2) Given the reactants [ClH:1].[F:2][CH2:3][CH2:4][NH2:5].C(N(CC)CC)C.[Cl:13][C:14]1[CH:19]=[CH:18][C:17](C(F)(F)F)=[CH:16][C:15]=1[CH2:24][S:25](Cl)(=[O:27])=[O:26], predict the reaction product. The product is: [Cl:13][C:14]1[CH:19]=[C:18]([Cl:1])[CH:17]=[CH:16][C:15]=1[CH2:24][S:25]([NH:5][CH2:4][CH2:3][F:2])(=[O:27])=[O:26]. (3) Given the reactants [Cl:1][C:2]1[C:10]([F:11])=[C:9]2[C:5]([C:6]([S:20][C:21]3[C:22]([F:32])=[C:23]([CH:29]=[CH:30][CH:31]=3)[C:24]([O:26][CH2:27][CH3:28])=[O:25])=[CH:7][N:8]2[C:12]2[CH:13]=[N:14][N:15]([CH2:17][CH2:18]C)[CH:16]=2)=[CH:4][CH:3]=1.[C:33]([O-])([O-])=O.[Cs+].[Cs+].Br[CH2:40][CH2:41]O.[OH2:43], predict the reaction product. The product is: [Cl:1][C:2]1[C:10]([F:11])=[C:9]2[C:5]([C:6]([S:20][C:21]3[C:22]([F:32])=[C:23]([CH:29]=[CH:30][CH:31]=3)[C:24]([O:26][CH2:27][CH3:28])=[O:25])=[C:7]([CH:41]3[CH2:40][CH2:33]3)[N:8]2[C:12]2[CH:13]=[N:14][N:15]([CH2:17][CH2:18][OH:43])[CH:16]=2)=[CH:4][CH:3]=1.